Dataset: CYP2C19 inhibition data for predicting drug metabolism from PubChem BioAssay. Task: Regression/Classification. Given a drug SMILES string, predict its absorption, distribution, metabolism, or excretion properties. Task type varies by dataset: regression for continuous measurements (e.g., permeability, clearance, half-life) or binary classification for categorical outcomes (e.g., BBB penetration, CYP inhibition). Dataset: cyp2c19_veith. (1) The drug is CC(C)CO/N=C1/C[C@@H](O)[C@@H](O)[C@@H]2[C@@H]3C(=O)N(Cc4ccccc4)C(=O)[C@H]3CC[C@@H]12. The result is 0 (non-inhibitor). (2) The drug is CCCCN(C)Cc1c(C)[nH]c2ccc(Cl)cc2c1=O. The result is 0 (non-inhibitor). (3) The molecule is O=C(NNC(=O)C1CC(c2cccnc2)=NO1)Nc1cccc(F)c1. The result is 0 (non-inhibitor). (4) The molecule is Brc1ccc(N=C/C=C/C=C/Nc2ccc(Br)cc2)cc1.Cl. The result is 1 (inhibitor). (5) The drug is C=CCSc1ccsc1C(=O)O. The result is 0 (non-inhibitor). (6) The molecule is Cc1ccc(N(Cc2ccc([N+](=O)[O-])cc2)C(=O)c2ccco2)cc1. The result is 1 (inhibitor). (7) The compound is CN1CCN(c2ncc3ncc(=O)n(-c4ccccc4)c3n2)CC1. The result is 0 (non-inhibitor).